Binary Classification. Given a T-cell receptor sequence (or CDR3 region) and an epitope sequence, predict whether binding occurs between them. From a dataset of TCR-epitope binding with 47,182 pairs between 192 epitopes and 23,139 TCRs. (1) The epitope is LLSAGIFGA. The TCR CDR3 sequence is CASKEGASYGYTF. Result: 1 (the TCR binds to the epitope). (2) The epitope is PROT_97E67BCC. The TCR CDR3 sequence is CASSLRTSGGSDTQYF. Result: 1 (the TCR binds to the epitope). (3) The epitope is AMFWSVPTV. The TCR CDR3 sequence is CATSDPPGTASNEQFF. Result: 0 (the TCR does not bind to the epitope). (4) The epitope is HPVGEADYFEY. The TCR CDR3 sequence is CASSPSGTSPKNEQFF. Result: 1 (the TCR binds to the epitope). (5) The epitope is RQLLFVVEV. The TCR CDR3 sequence is CASSSTGLDGYTF. Result: 1 (the TCR binds to the epitope).